This data is from Catalyst prediction with 721,799 reactions and 888 catalyst types from USPTO. The task is: Predict which catalyst facilitates the given reaction. (1) Reactant: [C:1]([NH:12][C:13]1[CH:18]=[CH:17][C:16]([S:19](Cl)(=[O:21])=[O:20])=[CH:15][CH:14]=1)(=[O:11])[CH2:2][CH2:3][CH2:4][CH2:5][CH2:6][CH2:7][CH2:8][CH2:9][CH3:10].[NH2:23][C:24]1[S:25][C:26]([CH2:29][OH:30])=[N:27][N:28]=1.Cl. Product: [OH:30][CH2:29][C:26]1[S:25][C:24]([NH:23][S:19]([C:16]2[CH:17]=[CH:18][C:13]([NH:12][C:1](=[O:11])[CH2:2][CH2:3][CH2:4][CH2:5][CH2:6][CH2:7][CH2:8][CH2:9][CH3:10])=[CH:14][CH:15]=2)(=[O:21])=[O:20])=[N:28][N:27]=1. The catalyst class is: 17. (2) Reactant: C(O)(=O)C.[CH:5]1([CH:8]=O)[CH2:7][CH2:6]1.[NH2:10][C:11]1[C:16]([NH2:17])=[CH:15][C:14]([Br:18])=[CH:13][N:12]=1.[BH4-].[Na+]. Product: [Br:18][C:14]1[CH:15]=[C:16]([NH:17][CH2:8][CH:5]2[CH2:7][CH2:6]2)[C:11]([NH2:10])=[N:12][CH:13]=1. The catalyst class is: 4. (3) Reactant: [N:1]1([C:7]2[C:13]3[CH:14]=[CH:15][CH:16]=[CH:17][C:12]=3[S:11][C:10]3[CH:18]=[CH:19][CH:20]=[CH:21][C:9]=3[N:8]=2)[CH2:6][CH2:5][NH:4][CH2:3][CH2:2]1.CC(C)=O.[C:26]1(C)[CH:31]=CC(S(O)(=O)=O)=[CH:28][CH:27]=1. Product: [CH3:31][C:26]([N:4]1[CH2:3][CH2:2][N:1]([C:7]2[C:13]3[CH:14]=[CH:15][CH:16]=[CH:17][C:12]=3[S:11][C:10]3[CH:18]=[CH:19][CH:20]=[CH:21][C:9]=3[N:8]=2)[CH2:6][CH2:5]1)=[CH:27][CH3:28]. The catalyst class is: 48. (4) Reactant: [CH3:1][C:2]1[CH:11]=[C:10]2[C:5]([CH:6]=[CH:7][C:8]([C:12]#[N:13])=[N:9]2)=[CH:4][CH:3]=1.ClC1C=C(C=CC=1)C(OO)=[O:19].[OH-].[Ca+2].[OH-]. Product: [CH3:1][C:2]1[CH:3]=[CH:4][C:5]2[C:10]([CH:11]=1)=[N+:9]([O-:19])[C:8]([C:12]#[N:13])=[CH:7][CH:6]=2. The catalyst class is: 4. (5) Reactant: [F:1][C:2]1[CH:3]=[C:4]([N:13]2[C:17]([CH3:19])([CH3:18])[C:16](=[O:20])[N:15]([C:21]3[CH:28]=[CH:27][C:24]([C:25]#[N:26])=[C:23]([C:29]([F:32])([F:31])[F:30])[CH:22]=3)[C:14]2=[S:33])[CH:5]=[CH:6][C:7]=1[O:8][CH2:9][CH:10]1[CH2:12][O:11]1.S(=O)(=O)(O)[OH:35].[OH-].[Na+]. Product: [OH:35][CH:10]([CH2:12][OH:11])[CH2:9][O:8][C:7]1[CH:6]=[CH:5][C:4]([N:13]2[C:17]([CH3:18])([CH3:19])[C:16](=[O:20])[N:15]([C:21]3[CH:28]=[CH:27][C:24]([C:25]#[N:26])=[C:23]([C:29]([F:31])([F:32])[F:30])[CH:22]=3)[C:14]2=[S:33])=[CH:3][C:2]=1[F:1]. The catalyst class is: 132.